Dataset: Full USPTO retrosynthesis dataset with 1.9M reactions from patents (1976-2016). Task: Predict the reactants needed to synthesize the given product. (1) Given the product [OH:2][C:3]1[CH:8]=[C:7]([OH:9])[CH:6]=[CH:5][C:4]=1[C:11]1[CH:16]=[CH:15][CH:14]=[C:13]([C:17]([NH:19][C:20]2[CH:21]=[C:22]([C:26]3[S:30][C:29]([CH2:31][C:32]([OH:34])=[O:33])=[CH:28][CH:27]=3)[CH:23]=[CH:24][CH:25]=2)=[O:18])[CH:12]=1, predict the reactants needed to synthesize it. The reactants are: C[O:2][C:3]1[CH:8]=[C:7]([O:9]C)[CH:6]=[CH:5][C:4]=1[C:11]1[CH:16]=[CH:15][CH:14]=[C:13]([C:17]([NH:19][C:20]2[CH:21]=[C:22]([C:26]3[S:30][C:29]([CH2:31][C:32]([OH:34])=[O:33])=[CH:28][CH:27]=3)[CH:23]=[CH:24][CH:25]=2)=[O:18])[CH:12]=1.B(Br)(Br)Br. (2) Given the product [C:2]([C@@H:3]([NH:5][C:6](=[O:15])[O:7][CH2:8][C:9]1[CH:10]=[CH:11][CH:12]=[CH:13][CH:14]=1)[CH3:4])#[N:1], predict the reactants needed to synthesize it. The reactants are: [NH2:1][C:2](=O)[C@@H:3]([NH:5][C:6](=[O:15])[O:7][CH2:8][C:9]1[CH:14]=[CH:13][CH:12]=[CH:11][CH:10]=1)[CH3:4].ClC1N=C(Cl)N=C(Cl)N=1.